Dataset: Forward reaction prediction with 1.9M reactions from USPTO patents (1976-2016). Task: Predict the product of the given reaction. (1) Given the reactants [Na].Cl.[F:3][C:4]1[CH:5]=[C:6]([NH:11][NH2:12])[CH:7]=[CH:8][C:9]=1[F:10].C(O/[CH:16]=[CH:17]/[C:18]#[N:19])C.Cl.[OH-].[Na+], predict the reaction product. The product is: [F:3][C:4]1[CH:5]=[C:6]([N:11]2[CH:16]=[CH:17][C:18]([NH2:19])=[N:12]2)[CH:7]=[CH:8][C:9]=1[F:10]. (2) Given the reactants Cl.[I:2][C:3]1[CH:15]=[CH:14][C:6]([O:7][CH:8]2[CH2:13][CH2:12][NH:11][CH2:10][CH2:9]2)=[CH:5][CH:4]=1.[BH-](OC(C)=O)(OC(C)=O)OC(C)=O.[Na+].C[CH2:31][O:32][C:33]([CH3:35])=O, predict the reaction product. The product is: [I:2][C:3]1[CH:15]=[CH:14][C:6]([O:7][CH:8]2[CH2:9][CH2:10][N:11]([CH:35]3[CH2:31][O:32][CH2:33]3)[CH2:12][CH2:13]2)=[CH:5][CH:4]=1.